Task: Predict the reaction yield, written as a fraction of the theoretical maximum amount of product (1.0 means a 100% yield; for example, 0.34 means a 34% yield).. Dataset: Reaction yield outcomes from USPTO patents with 853,638 reactions The reactants are [CH:1]([O:4][C:5]1[CH:10]=[CH:9][C:8]([N+:11]([O-])=O)=[CH:7][C:6]=1[OH:14])([CH3:3])[CH3:2]. The catalyst is [Pd]. The product is [NH2:11][C:8]1[CH:9]=[CH:10][C:5]([O:4][CH:1]([CH3:3])[CH3:2])=[C:6]([OH:14])[CH:7]=1. The yield is 0.760.